Task: Predict the reaction yield, written as a fraction of the theoretical maximum amount of product (1.0 means a 100% yield; for example, 0.34 means a 34% yield).. Dataset: Reaction yield outcomes from USPTO patents with 853,638 reactions (1) The reactants are C([O:3][C:4]([C:6]1[N:7]([C:26]2[CH:31]=[CH:30][C:29]([O:32][CH:33]3[CH2:37][CH2:36][CH2:35][CH2:34]3)=[CH:28][CH:27]=2)[C:8]2[C:13]([C:14]=1I)=[CH:12][C:11]([C:16]1[CH:21]=[CH:20][C:19]([C:22]([F:25])([F:24])[F:23])=[CH:18][CH:17]=1)=[CH:10][CH:9]=2)=[O:5])C.[CH:38]([C:40]1[CH:45]=[CH:44][N:43]=[CH:42][CH:41]=1)=[CH2:39].C([O-])([O-])=O.[Cs+].[Cs+].CN(C=O)C. The catalyst is [Br-].C([N+](CCCC)(CCCC)CCCC)CCC.CCOC(C)=O.CC([O-])=O.CC([O-])=O.[Pd+2].C1(C)C=CC=CC=1P(C1C=CC=CC=1C)C1C=CC=CC=1C. The product is [CH:33]1([O:32][C:29]2[CH:30]=[CH:31][C:26]([N:7]3[C:8]4[C:13](=[CH:12][C:11]([C:16]5[CH:21]=[CH:20][C:19]([C:22]([F:23])([F:24])[F:25])=[CH:18][CH:17]=5)=[CH:10][CH:9]=4)[C:14]([CH2:39][CH2:38][C:40]4[CH:45]=[CH:44][N:43]=[CH:42][CH:41]=4)=[C:6]3[C:4]([OH:3])=[O:5])=[CH:27][CH:28]=2)[CH2:37][CH2:36][CH2:35][CH2:34]1. The yield is 0.600. (2) The reactants are C([C:3]1[C:11]2[C:6](=[CH:7][CH:8]=[C:9]([C:12]#[N:13])[CH:10]=2)[N:5]([S:14]([C:17]2[CH:22]=[CH:21][C:20]([CH3:23])=[CH:19][CH:18]=2)(=[O:16])=[O:15])[CH:4]=1)=O.[C:24]1([CH:29]2CNCC2)[CH2:28][CH2:27][CH2:26][CH:25]=1.[OH2:34]. The catalyst is C1C=CC=CC=1.C1(C)C=CC(S(O)(=O)=O)=CC=1. The product is [O:34]=[C:25]1[CH2:26][CH2:27][CH2:28][C:24]1=[CH:29][C:3]1[C:11]2[C:6](=[CH:7][CH:8]=[C:9]([C:12]#[N:13])[CH:10]=2)[N:5]([S:14]([C:17]2[CH:18]=[CH:19][C:20]([CH3:23])=[CH:21][CH:22]=2)(=[O:15])=[O:16])[CH:4]=1. The yield is 0.420. (3) The reactants are [C:1]12([C:9]3[C:18]4[NH:17][CH2:16][CH2:15][CH2:14][C:13]=4[NH:12][C:11](=O)[CH:10]=3)[CH2:8][CH2:7][C:4]([CH:5]=[CH:6]1)=[CH:3][CH2:2]2.CN(C=O)C.S(Cl)([Cl:27])=O. No catalyst specified. The product is [Cl:27][C:11]1[N:12]=[C:13]2[C:18](=[C:9]([C:1]34[CH2:8][CH2:7][C:4]([CH:5]=[CH:6]3)=[CH:3][CH2:2]4)[CH:10]=1)[NH:17][CH2:16][CH2:15][CH2:14]2. The yield is 0.660. (4) The reactants are [CH3:1][C@H:2]1[CH2:7][NH:6][C@H:5]([CH3:8])[CH2:4][N:3]1[C:9]([O:11][CH2:12][CH3:13])=[O:10].[CH2:14](Br)[CH:15]=[CH2:16].C(=O)([O-])[O-].[Na+].[Na+]. The catalyst is C(#N)C. The product is [CH2:16]([N:6]1[C@H:5]([CH3:8])[CH2:4][N:3]([C:9]([O:11][CH2:12][CH3:13])=[O:10])[C@@H:2]([CH3:1])[CH2:7]1)[CH:15]=[CH2:14]. The yield is 0.810.